This data is from Catalyst prediction with 721,799 reactions and 888 catalyst types from USPTO. The task is: Predict which catalyst facilitates the given reaction. Reactant: Br[CH2:2][C:3]([C:5]1[C:10]([Cl:11])=[CH:9][C:8]([Cl:12])=[CH:7][N:6]=1)=[O:4].[C:13]1(=[O:23])[NH:17][C:16](=[O:18])[C:15]2=[CH:19][CH:20]=[CH:21][CH:22]=[C:14]12.[K].O. Product: [Cl:11][C:10]1[C:5]([C:3](=[O:4])[CH2:2][N:17]2[C:16](=[O:18])[C:15]3=[CH:19][CH:20]=[CH:21][CH:22]=[C:14]3[C:13]2=[O:23])=[N:6][CH:7]=[C:8]([Cl:12])[CH:9]=1. The catalyst class is: 9.